From a dataset of Retrosynthesis with 50K atom-mapped reactions and 10 reaction types from USPTO. Predict the reactants needed to synthesize the given product. Given the product CC(C)(C)OC(=O)N1CCCN(C2CCC2)CC1, predict the reactants needed to synthesize it. The reactants are: CC(C)(C)OC(=O)N1CCCNCC1.O=C1CCC1.